This data is from Peptide-MHC class I binding affinity with 185,985 pairs from IEDB/IMGT. The task is: Regression. Given a peptide amino acid sequence and an MHC pseudo amino acid sequence, predict their binding affinity value. This is MHC class I binding data. (1) The peptide sequence is FILVNLLIFH. The MHC is HLA-A11:01 with pseudo-sequence HLA-A11:01. The binding affinity (normalized) is 0.335. (2) The peptide sequence is RPNMSRHHF. The MHC is HLA-A68:02 with pseudo-sequence HLA-A68:02. The binding affinity (normalized) is 0. (3) The peptide sequence is RLAKLTEAI. The MHC is HLA-B46:01 with pseudo-sequence HLA-B46:01. The binding affinity (normalized) is 0.0847. (4) The peptide sequence is LIMEFNSLL. The MHC is HLA-A02:01 with pseudo-sequence HLA-A02:01. The binding affinity (normalized) is 0.839. (5) The binding affinity (normalized) is 0.136. The MHC is HLA-B45:01 with pseudo-sequence HLA-B45:01. The peptide sequence is AELLNNQFGT. (6) The peptide sequence is RYSGFVRTL. The MHC is HLA-A24:02 with pseudo-sequence HLA-A24:02. The binding affinity (normalized) is 0.936. (7) The peptide sequence is HLTWSHAGY. The MHC is HLA-B15:02 with pseudo-sequence HLA-B15:02. The binding affinity (normalized) is 0.787. (8) The peptide sequence is PIQKETWETW. The MHC is HLA-A03:01 with pseudo-sequence HLA-A03:01. The binding affinity (normalized) is 0.